Task: Predict the product of the given reaction.. Dataset: Forward reaction prediction with 1.9M reactions from USPTO patents (1976-2016) Given the reactants [Cl:1][C:2]1[CH:3]=[C:4]([C:8]([Cl:11])=[CH:9][N:10]=1)[C:5]([OH:7])=O.CN(C(ON1N=NC2C=CC=NC1=2)=[N+](C)C)C.F[P-](F)(F)(F)(F)F.CCN(CC)CC.[NH2:43][C:44]1[CH:66]=[CH:65][C:47]2[CH2:48][CH2:49][C:50]3[C:51]([C:62]([NH2:64])=[O:63])=[N:52][N:53]([C:55]4[CH:60]=[CH:59][C:58]([F:61])=[CH:57][CH:56]=4)[C:54]=3[C:46]=2[CH:45]=1.CC1C(C(O)=O)=CN=C(Cl)C=1, predict the reaction product. The product is: [Cl:1][C:2]1[CH:3]=[C:4]([C:8]([Cl:11])=[CH:9][N:10]=1)[C:5]([NH:43][C:44]1[CH:66]=[CH:65][C:47]2[CH2:48][CH2:49][C:50]3[C:51]([C:62]([NH2:64])=[O:63])=[N:52][N:53]([C:55]4[CH:56]=[CH:57][C:58]([F:61])=[CH:59][CH:60]=4)[C:54]=3[C:46]=2[CH:45]=1)=[O:7].